Dataset: Forward reaction prediction with 1.9M reactions from USPTO patents (1976-2016). Task: Predict the product of the given reaction. Given the reactants [CH:1]1[C:10]2[C:5](=[CH:6][CH:7]=[CH:8][CH:9]=2)[CH:4]=[CH:3][C:2]=1[S:11](Cl)(=[O:13])=[O:12].[NH2:15][C:16]1[CH:17]=[C:18]([C:22]2[NH:26][N:25]=[N:24][N:23]=2)[CH:19]=[CH:20][CH:21]=1, predict the reaction product. The product is: [NH:26]1[C:22]([C:18]2[CH:17]=[C:16]([NH:15][S:11]([C:2]3[CH:3]=[CH:4][C:5]4[C:10](=[CH:9][CH:8]=[CH:7][CH:6]=4)[CH:1]=3)(=[O:13])=[O:12])[CH:21]=[CH:20][CH:19]=2)=[N:23][N:24]=[N:25]1.